From a dataset of Catalyst prediction with 721,799 reactions and 888 catalyst types from USPTO. Predict which catalyst facilitates the given reaction. (1) Reactant: C(OC([N:8]1[CH2:11][C:10]([CH3:34])([C@@H:12]([C:14]2[CH:15]=[C:16]3[C:25](=[CH:26][C:27]=2[C:28]([F:31])([F:30])[F:29])[O:24][CH2:23][C:22]2[N:17]3[C@H:18]([CH3:33])[C:19](=[O:32])[NH:20][N:21]=2)[CH3:13])[CH2:9]1)=O)(C)(C)C.[C:35]([OH:41])([C:37]([F:40])([F:39])[F:38])=[O:36]. Product: [F:38][C:37]([F:40])([F:39])[C:35]([OH:41])=[O:36].[CH3:33][C@H:18]1[N:17]2[C:22]([CH2:23][O:24][C:25]3[C:16]2=[CH:15][C:14]([C@H:12]([C:10]2([CH3:34])[CH2:9][NH:8][CH2:11]2)[CH3:13])=[C:27]([C:28]([F:29])([F:31])[F:30])[CH:26]=3)=[N:21][NH:20][C:19]1=[O:32]. The catalyst class is: 2. (2) Reactant: Br[CH2:2][CH2:3][CH:4]=[C:5]([CH3:7])[CH3:6].[Br:8][C:9]1[C:14]([CH3:15])=[CH:13][C:12]([OH:16])=[CH:11][C:10]=1[CH3:17].C([O-])([O-])=O.[K+].[K+].CC(C)=O. Product: [Br:8][C:9]1[C:14]([CH3:15])=[CH:13][C:12]([O:16][CH2:2][CH2:3][CH:4]=[C:5]([CH3:7])[CH3:6])=[CH:11][C:10]=1[CH3:17]. The catalyst class is: 6. (3) Reactant: [N+:1]([C:4]1[CH:9]=[CH:8][C:7]([C:10]2([C:15]([OH:17])=O)[CH2:14][CH2:13][CH2:12][CH2:11]2)=[CH:6][CH:5]=1)([O-:3])=[O:2].C(Cl)(=O)C([Cl:21])=O. Product: [N+:1]([C:4]1[CH:9]=[CH:8][C:7]([C:10]2([C:15]([Cl:21])=[O:17])[CH2:14][CH2:13][CH2:12][CH2:11]2)=[CH:6][CH:5]=1)([O-:3])=[O:2]. The catalyst class is: 120. (4) Reactant: [CH3:1][N:2]([CH3:43])[CH2:3][CH2:4][NH:5][C:6]([C:8]1[C:9]([CH3:42])=[C:10]([O:15][C:16]2[C:21]([Br:22])=[CH:20][N:19]=[C:18]([NH:23][C:24]3[S:28][N:27]=[C:26]([CH:29]4[CH2:34][CH2:33][N:32](C(OC(C)(C)C)=O)[CH2:31][CH2:30]4)[N:25]=3)[CH:17]=2)[C:11]([CH3:14])=[N:12][CH:13]=1)=[O:7].[Cl:44]CCl.[ClH:47]. Product: [ClH:44].[ClH:47].[Br:22][C:21]1[C:16]([O:15][C:10]2[C:11]([CH3:14])=[N:12][CH:13]=[C:8]([C:9]=2[CH3:42])[C:6]([NH:5][CH2:4][CH2:3][N:2]([CH3:1])[CH3:43])=[O:7])=[CH:17][C:18]([NH:23][C:24]2[S:28][N:27]=[C:26]([CH:29]3[CH2:30][CH2:31][NH:32][CH2:33][CH2:34]3)[N:25]=2)=[N:19][CH:20]=1. The catalyst class is: 5. (5) Reactant: [CH3:1][C:2]([CH3:15])([CH3:14])[C:3]([O:5][CH2:6][N:7]1[CH:11]=[CH:10][N:9]=[C:8]1[CH:12]=O)=[O:4].[F:16][C:17]1[CH:23]=[CH:22][C:20]([NH2:21])=[CH:19][CH:18]=1.[N:24]1([C:29]([O:31][C:32]([CH3:35])([CH3:34])[CH3:33])=[O:30])[CH:28]=[CH:27][CH2:26][CH2:25]1.FC(F)(F)S([O-])(=O)=O.FC(F)(F)S([O-])(=O)=O.FC(F)(F)S([O-])(=O)=O.[Dy+3]. Product: [CH3:1][C:2]([CH3:15])([CH3:14])[C:3]([O:5][CH2:6][N:7]1[CH:11]=[CH:10][N:9]=[C:8]1[C@H:12]1[C@H:27]2[CH2:26][CH2:25][N:24]([C:29]([O:31][C:32]([CH3:35])([CH3:34])[CH3:33])=[O:30])[C@H:28]2[C:22]2[CH:23]=[C:17]([F:16])[CH:18]=[CH:19][C:20]=2[NH:21]1)=[O:4]. The catalyst class is: 11. (6) Reactant: [CH2:1]([NH:3][C:4]1[S:5][C@H:6]2[O:12][C@H:11]([C:13](N(OC)C)=[O:14])[C@@H:10]([OH:19])[C@H:9]([OH:20])[C@H:7]2[N:8]=1)[CH3:2].C([AlH]CC(C)C)C(C)C. Product: [CH2:1]([NH:3][C:4]1[S:5][C@H:6]2[O:12][C@H:11]([CH:13]=[O:14])[C@@H:10]([OH:19])[C@H:9]([OH:20])[C@H:7]2[N:8]=1)[CH3:2]. The catalyst class is: 359. (7) Reactant: C([O:8][C:9]1[CH:23]=[CH:22][C:12]([O:13][CH:14]2[CH:19]3[CH2:20][CH2:21][N:16]([CH2:17][CH2:18]3)[CH2:15]2)=[CH:11][CH:10]=1)C1C=CC=CC=1. Product: [N:16]12[CH2:17][CH2:18][CH:19]([CH2:20][CH2:21]1)[CH:14]([O:13][C:12]1[CH:22]=[CH:23][C:9]([OH:8])=[CH:10][CH:11]=1)[CH2:15]2. The catalyst class is: 29.